This data is from Reaction yield outcomes from USPTO patents with 853,638 reactions. The task is: Predict the reaction yield, written as a fraction of the theoretical maximum amount of product (1.0 means a 100% yield; for example, 0.34 means a 34% yield). (1) The reactants are [N:1]1[CH:6]=[CH:5][CH:4]=[C:3]([NH:7][C:8](=[O:15])OCC(Cl)(Cl)Cl)[N:2]=1.[F:16][C:17]1[C:22]([F:23])=[CH:21][CH:20]=[CH:19][C:18]=1[C:24]1[CH:29]=[CH:28][CH:27]=[C:26]([N:30]2[CH2:35][CH2:34][NH:33][CH2:32][CH2:31]2)[CH:25]=1. No catalyst specified. The product is [F:16][C:17]1[C:22]([F:23])=[CH:21][CH:20]=[CH:19][C:18]=1[C:24]1[CH:29]=[CH:28][CH:27]=[C:26]([N:30]2[CH2:31][CH2:32][N:33]([C:8]([NH:7][C:3]3[N:2]=[N:1][CH:6]=[CH:5][CH:4]=3)=[O:15])[CH2:34][CH2:35]2)[CH:25]=1. The yield is 0.590. (2) The reactants are [CH3:1][O:2][C:3]1[CH:8]=[CH:7][C:6]([N:9]2[CH2:14][CH2:13][N:12]([CH2:15][CH2:16][NH2:17])[CH2:11][CH2:10]2)=[CH:5][CH:4]=1.[CH3:18][C:19]1[N:23]([C:24]2[CH:29]=[CH:28][CH:27]=[CH:26][CH:25]=2)[N:22]=[C:21]([CH:30]=O)[CH:20]=1. No catalyst specified. The product is [CH3:1][O:2][C:3]1[CH:4]=[CH:5][C:6]([N:9]2[CH2:10][CH2:11][N:12]([CH2:15][CH2:16][NH:17][CH2:30][C:21]3[CH:20]=[C:19]([CH3:18])[N:23]([C:24]4[CH:29]=[CH:28][CH:27]=[CH:26][CH:25]=4)[N:22]=3)[CH2:13][CH2:14]2)=[CH:7][CH:8]=1. The yield is 0.221. (3) The reactants are [CH3:1][C:2]1([CH3:35])[O:6][C@@H:5]([CH2:7][N:8]2[C:16]3[C:11](=[CH:12][C:13]([N+:18]([O-:20])=[O:19])=[C:14]([F:17])[CH:15]=3)[CH:10]=[C:9]2[C:21]([CH3:34])([CH3:33])[C:22](OC[C@H]2COC(C)(C)O2)=[O:23])[CH2:4][O:3]1.[H-].[H-].[H-].[H-].[Li+].[Al+3]. The catalyst is C1COCC1. The product is [CH3:1][C:2]1([CH3:35])[O:6][C@@H:5]([CH2:7][N:8]2[C:16]3[C:11](=[CH:12][C:13]([N+:18]([O-:20])=[O:19])=[C:14]([F:17])[CH:15]=3)[CH:10]=[C:9]2[C:21]([CH3:34])([CH3:33])[CH2:22][OH:23])[CH2:4][O:3]1. The yield is 0.490. (4) The reactants are [CH2:1]([NH+:3](CC)[CH2:4]C)C.CNC.[Cl:11][C:12]1[CH:13]=[C:14]([CH:31]=[CH:32][C:33]=1[O:34][CH2:35][C:36]1[CH:41]=[CH:40][CH:39]=[CH:38][N:37]=1)[NH:15][C:16]1[C:25]2[C:20](=[CH:21][CH:22]=[CH:23][C:24]=2[O:26][CH2:27][C:28]([CH3:30])=O)[N:19]=[CH:18][N:17]=1. The catalyst is C1COCC1. The product is [Cl:11][C:12]1[CH:13]=[C:14]([CH:31]=[CH:32][C:33]=1[O:34][CH2:35][C:36]1[CH:41]=[CH:40][CH:39]=[CH:38][N:37]=1)[NH:15][C:16]1[C:25]2[C:20](=[CH:21][CH:22]=[CH:23][C:24]=2[O:26][CH2:27][CH:28]([N:3]([CH3:4])[CH3:1])[CH3:30])[N:19]=[CH:18][N:17]=1. The yield is 0.120. (5) The reactants are [OH-].[K+].[CH3:3][C:4]([CH3:40])(/[C:10](=[N:17]\[O:18][CH2:19][C:20]1[CH:25]=[CH:24][C:23]([O:26][CH2:27]N2C=C(C)OC2C2C=CC=CC=2)=[CH:22][CH:21]=1)/[C:11]1[CH:16]=[CH:15][CH:14]=[CH:13][CH:12]=1)[C:5]([O:7]CC)=[O:6].O.Cl.[O:43]1[CH2:47][CH2:46][CH2:45][CH2:44]1. The catalyst is CO. The product is [CH3:40][C:4]([CH3:3])(/[C:10](=[N:17]\[O:18][CH2:19][C:20]1[CH:25]=[CH:24][C:23]([O:26][CH2:27][C:10]2[N:17]=[C:47]([C:46]3[CH:16]=[CH:11][CH:12]=[CH:44][CH:45]=3)[O:43][C:4]=2[CH3:3])=[CH:22][CH:21]=1)/[C:11]1[CH:16]=[CH:15][CH:14]=[CH:13][CH:12]=1)[C:5]([OH:7])=[O:6]. The yield is 0.520. (6) The reactants are Cl[CH2:2][CH2:3][N:4]([CH2:19][CH2:20]Cl)[C:5]1[C:6]([CH3:18])=[C:7]([CH3:17])[C:8]2[O:12][C:11]([CH3:14])([CH3:13])[CH2:10][C:9]=2[C:15]=1[CH3:16].[CH3:22][N:23]1[CH:27]=[CH:26][C:25]([NH2:28])=[N:24]1. No catalyst specified. The product is [CH3:22][N:23]1[CH:27]=[CH:26][C:25]([N:28]2[CH2:20][CH2:19][N:4]([C:5]3[C:6]([CH3:18])=[C:7]([CH3:17])[C:8]4[O:12][C:11]([CH3:14])([CH3:13])[CH2:10][C:9]=4[C:15]=3[CH3:16])[CH2:3][CH2:2]2)=[N:24]1. The yield is 0.480. (7) The reactants are [Al+3].[Cl-].[Cl-].[Cl-].[NH2:5][C:6]1[CH:7]=[C:8]([CH:10]=[CH:11][C:12]=1[CH3:13])[NH2:9].C[O:15][C:16](=O)[C:17]1[CH:22]=[CH:21][C:20]([CH2:23][N:24]2[CH2:29][CH2:28][N:27]([CH3:30])[CH2:26][CH2:25]2)=[CH:19][CH:18]=1.C(C(C(C([O-])=O)O)O)([O-])=O.[Na+].[K+].C([O-])(O)=O.[Na+]. The catalyst is C1(C)C=CC=CC=1.C(#N)C.COC(C)(C)C. The product is [NH2:5][C:6]1[CH:7]=[C:8]([NH:9][C:16](=[O:15])[C:17]2[CH:18]=[CH:19][C:20]([CH2:23][N:24]3[CH2:25][CH2:26][N:27]([CH3:30])[CH2:28][CH2:29]3)=[CH:21][CH:22]=2)[CH:10]=[CH:11][C:12]=1[CH3:13]. The yield is 0.750.